Dataset: NCI-60 drug combinations with 297,098 pairs across 59 cell lines. Task: Regression. Given two drug SMILES strings and cell line genomic features, predict the synergy score measuring deviation from expected non-interaction effect. (1) Synergy scores: CSS=7.21, Synergy_ZIP=-1.01, Synergy_Bliss=1.21, Synergy_Loewe=2.00, Synergy_HSA=2.16. Drug 1: CCC(=C(C1=CC=CC=C1)C2=CC=C(C=C2)OCCN(C)C)C3=CC=CC=C3.C(C(=O)O)C(CC(=O)O)(C(=O)O)O. Drug 2: CCCCCOC(=O)NC1=NC(=O)N(C=C1F)C2C(C(C(O2)C)O)O. Cell line: MDA-MB-435. (2) Drug 1: C(CCl)NC(=O)N(CCCl)N=O. Drug 2: CC12CCC3C(C1CCC2OP(=O)(O)O)CCC4=C3C=CC(=C4)OC(=O)N(CCCl)CCCl.[Na+]. Cell line: K-562. Synergy scores: CSS=28.0, Synergy_ZIP=-7.10, Synergy_Bliss=-4.64, Synergy_Loewe=-7.48, Synergy_HSA=-3.54. (3) Drug 1: CC(CN1CC(=O)NC(=O)C1)N2CC(=O)NC(=O)C2. Drug 2: C1=NC(=NC(=O)N1C2C(C(C(O2)CO)O)O)N. Cell line: PC-3. Synergy scores: CSS=20.9, Synergy_ZIP=-5.23, Synergy_Bliss=-0.0279, Synergy_Loewe=-0.774, Synergy_HSA=1.90.